From a dataset of Reaction yield outcomes from USPTO patents with 853,638 reactions. Predict the reaction yield, written as a fraction of the theoretical maximum amount of product (1.0 means a 100% yield; for example, 0.34 means a 34% yield). (1) The reactants are [NH:1]1[CH2:6][CH2:5][CH2:4][CH:3]2[CH2:7][N:8]([C:10]3[CH:19]=[CH:18][C:13]([C:14]([O:16]C)=O)=[CH:12][CH:11]=3)[CH2:9][CH:2]12.Cl.[CH3:21][O:22][C:23]1[CH:24]=[C:25]([CH2:31][O:32][C:33]2[CH:34]=[C:35]([NH2:38])[NH:36][N:37]=2)[CH:26]=[C:27]([O:29][CH3:30])[CH:28]=1.C[Al](C)C.C1(C)C=CC=CC=1. No catalyst specified. The product is [NH:1]1[CH2:6][CH2:5][CH2:4][CH:3]2[CH2:7][N:8]([C:10]3[CH:11]=[CH:12][C:13]([C:14]([NH:38][C:35]4[NH:36][N:37]=[C:33]([O:32][CH2:31][C:25]5[CH:26]=[C:27]([O:29][CH3:30])[CH:28]=[C:23]([O:22][CH3:21])[CH:24]=5)[CH:34]=4)=[O:16])=[CH:18][CH:19]=3)[CH2:9][CH:2]12. The yield is 0.305. (2) The reactants are [Br:1][C:2]1[C:7]([CH2:8][CH3:9])=[CH:6][C:5]([OH:10])=[C:4]([F:11])[CH:3]=1.CCN(C(C)C)C(C)C.[CH3:21][Si:22]([CH2:25][CH2:26][O:27][CH2:28]Cl)([CH3:24])[CH3:23]. The catalyst is C(Cl)Cl. The product is [Br:1][C:2]1[C:7]([CH2:8][CH3:9])=[CH:6][C:5]([O:10][CH2:28][O:27][CH2:26][CH2:25][Si:22]([CH3:24])([CH3:23])[CH3:21])=[C:4]([F:11])[CH:3]=1. The yield is 0.860. (3) The reactants are [H-].[Na+].[NH2:3][C:4]1[CH:13]=[CH:12][CH:11]=[CH:10][C:5]=1[C:6]([NH:8][CH3:9])=[O:7].Cl[C:15]1[CH:20]=[C:19]([Cl:21])[N:18]=[CH:17][C:16]=1[C:22]#[N:23]. The catalyst is C1COCC1.CCOC(C)=O. The product is [Cl:21][C:19]1[CH:20]=[C:15]([NH:3][C:4]2[CH:13]=[CH:12][CH:11]=[CH:10][C:5]=2[C:6]([NH:8][CH3:9])=[O:7])[C:16]([C:22]#[N:23])=[CH:17][N:18]=1. The yield is 0.160. (4) The reactants are Br[C:2]1[CH:3]=[C:4]2[C:10]([C:11]3[CH:12]=[CH:13][CH:14]=[C:15]4[C:19]=3[NH:18][CH:17]=[CH:16]4)=[CH:9][N:8]([S:20]([C:23]3[CH:28]=[CH:27][C:26]([CH3:29])=[CH:25][CH:24]=3)(=[O:22])=[O:21])[C:5]2=[N:6][CH:7]=1.[CH3:30][O:31][C:32](=[O:56])[C:33]1[CH:38]=[C:37](B2OC(C)(C)C(C)(C)O2)[CH:36]=[CH:35][C:34]=1[NH:48][C:49]([O:51][C:52]([CH3:55])([CH3:54])[CH3:53])=[O:50].C(=O)([O-])[O-].[Na+].[Na+].[Cl-].[Na+].Cl. The catalyst is C1C=CC([PH+]([C]2[CH][CH][CH][CH]2)C2C=CC=CC=2)=CC=1.C1C=CC([PH+]([C]2[CH][CH][CH][CH]2)C2C=CC=CC=2)=CC=1.C(Cl)Cl.Cl[Pd]Cl.[Fe].C(#N)C.C1COCC1. The product is [CH3:30][O:31][C:32](=[O:56])[C:33]1[CH:38]=[C:37]([C:2]2[CH:3]=[C:4]3[C:10]([C:11]4[CH:12]=[CH:13][CH:14]=[C:15]5[C:19]=4[NH:18][CH:17]=[CH:16]5)=[CH:9][N:8]([S:20]([C:23]4[CH:28]=[CH:27][C:26]([CH3:29])=[CH:25][CH:24]=4)(=[O:22])=[O:21])[C:5]3=[N:6][CH:7]=2)[CH:36]=[CH:35][C:34]=1[NH:48][C:49]([O:51][C:52]([CH3:54])([CH3:53])[CH3:55])=[O:50]. The yield is 0.560. (5) The reactants are [Cl:1][C:2]1[CH:7]=[CH:6][N:5]=[C:4]([CH3:8])[CH:3]=1.[F:9][C:10]1[CH:20]=[CH:19][C:13]([C:14](OCC)=[O:15])=[CH:12][CH:11]=1.C[Si]([N-][Si](C)(C)C)(C)C.[Li+]. The catalyst is O1CCCC1. The product is [Cl:1][C:2]1[CH:7]=[CH:6][N:5]=[C:4]([CH2:8][C:14]([C:13]2[CH:19]=[CH:20][C:10]([F:9])=[CH:11][CH:12]=2)=[O:15])[CH:3]=1. The yield is 0.990. (6) The reactants are [Br:1][C:2]1[CH:7]=[C:6]([O:8][CH3:9])[CH:5]=[C:4]([N+:10]([O-])=O)[C:3]=1[OH:13]. The catalyst is CCOC(C)=O.[Ni]. The product is [NH2:10][C:4]1[CH:5]=[C:6]([O:8][CH3:9])[CH:7]=[C:2]([Br:1])[C:3]=1[OH:13]. The yield is 0.960.